From a dataset of Forward reaction prediction with 1.9M reactions from USPTO patents (1976-2016). Predict the product of the given reaction. (1) The product is: [F:1][C@@:2]1([C:24]([NH:54][OH:55])=[O:25])[C@H:4]([C:5]2[CH:6]=[CH:7][CH:8]=[CH:9][CH:10]=2)[C@H:3]1[C:11]1[CH:16]=[CH:15][C:14]([C:17]2[N:18]=[CH:19][C:20]([CH3:23])=[CH:21][N:22]=2)=[CH:13][CH:12]=1. Given the reactants [F:1][C@@:2]1([C:24](O)=[O:25])[C@H:4]([C:5]2[CH:10]=[CH:9][CH:8]=[CH:7][CH:6]=2)[C@H:3]1[C:11]1[CH:16]=[CH:15][C:14]([C:17]2[N:22]=[CH:21][C:20]([CH3:23])=[CH:19][N:18]=2)=[CH:13][CH:12]=1.F[P-](F)(F)(F)(F)F.N1(O[P+](N(C)C)(N(C)C)N(C)C)C2C=CC=CC=2N=N1.[NH2:54][OH:55].Cl.CCN(CC)CC, predict the reaction product. (2) Given the reactants Br[C:2]1[CH:35]=[CH:34][C:5]([CH2:6][C:7]2[N:8]([C:20]3[CH:21]=[C:22]([N:26]4[S:30](=[O:32])(=[O:31])[NH:29][C:28](=[O:33])[CH2:27]4)[CH:23]=[CH:24][CH:25]=3)[CH:9]=[C:10]([C:12]3[CH:17]=[CH:16][C:15]([Cl:18])=[CH:14][C:13]=3[Cl:19])[N:11]=2)=[CH:4][CH:3]=1.[CH:36](/B(O)O)=[CH:37]\[CH2:38][CH2:39][CH3:40], predict the reaction product. The product is: [Cl:19][C:13]1[CH:14]=[C:15]([Cl:18])[CH:16]=[CH:17][C:12]=1[C:10]1[N:11]=[C:7]([CH2:6][C:5]2[CH:4]=[CH:3][C:2]([CH:36]=[CH:37][CH2:38][CH2:39][CH3:40])=[CH:35][CH:34]=2)[N:8]([C:20]2[CH:21]=[C:22]([N:26]3[S:30](=[O:31])(=[O:32])[NH:29][C:28](=[O:33])[CH2:27]3)[CH:23]=[CH:24][CH:25]=2)[CH:9]=1. (3) Given the reactants [NH2:1][C:2]1[C:11]2[C:6](=[C:7](Br)[CH:8]=[CH:9][CH:10]=2)[N:5]=[N:4][C:3]=1[C:13]([NH:15][CH2:16][CH2:17][CH3:18])=[O:14].[CH3:19][O:20][C:21]1[N:26]=[C:25]([O:27][CH3:28])[C:24](B(O)O)=[CH:23][N:22]=1, predict the reaction product. The product is: [NH2:1][C:2]1[C:11]2[C:6](=[C:7]([C:24]3[C:25]([O:27][CH3:28])=[N:26][C:21]([O:20][CH3:19])=[N:22][CH:23]=3)[CH:8]=[CH:9][CH:10]=2)[N:5]=[N:4][C:3]=1[C:13]([NH:15][CH2:16][CH2:17][CH3:18])=[O:14].